Predict the reactants needed to synthesize the given product. From a dataset of Full USPTO retrosynthesis dataset with 1.9M reactions from patents (1976-2016). (1) Given the product [CH3:13][O:14][C:15]1[C:20]2[CH:21]([NH:24][C:6]3[CH:5]=[CH:4][C:3]4[C:2]([NH:26][CH:27]5[CH2:32][CH2:31][O:30][CH2:29][CH2:28]5)=[CH:11][CH:10]=[CH:9][C:8]=4[N:7]=3)[CH2:22][O:23][C:19]=2[CH:18]=[CH:17][CH:16]=1, predict the reactants needed to synthesize it. The reactants are: I[C:2]1[CH:11]=[CH:10][CH:9]=[C:8]2[C:3]=1[CH:4]=[CH:5][C:6](Cl)=[N:7]2.[CH3:13][O:14][C:15]1[C:20]2[C:21](=[N:24]O)[CH2:22][O:23][C:19]=2[CH:18]=[CH:17][CH:16]=1.[NH2:26][CH:27]1[CH2:32][CH2:31][O:30][CH2:29][CH2:28]1. (2) The reactants are: [Cl:1][C:2]1[CH:9]=[CH:8][C:5]([CH:6]=O)=[CH:4][C:3]=1[F:10].[C:11]([NH2:17])(=[O:16])[CH2:12][C:13]([CH3:15])=[O:14]. Given the product [Cl:1][C:2]1[CH:9]=[CH:8][C:5]([CH:6]=[C:12]([C:13](=[O:14])[CH3:15])[C:11]([NH2:17])=[O:16])=[CH:4][C:3]=1[F:10], predict the reactants needed to synthesize it. (3) Given the product [Br:19][C:13]1[CH:14]=[N:15][C:16]2[C:11]([CH:12]=1)=[CH:10][C:9]([O:8][CH:5]([CH2:6][CH3:7])[C:4]([OH:20])=[O:3])=[CH:18][CH:17]=2, predict the reactants needed to synthesize it. The reactants are: C([O:3][C:4](=[O:20])[CH:5]([O:8][C:9]1[CH:10]=[C:11]2[C:16](=[CH:17][CH:18]=1)[N:15]=[CH:14][C:13]([Br:19])=[CH:12]2)[CH2:6][CH3:7])C.O1CCCC1.O.O.[OH-].[Li+]. (4) Given the product [CH3:30][O:31][C:32](=[O:56])[C:33]1[CH:38]=[C:37]([C:2]2[CH:3]=[C:4]3[C:10]([C:11]4[CH:12]=[CH:13][CH:14]=[C:15]5[C:19]=4[NH:18][CH:17]=[CH:16]5)=[CH:9][N:8]([S:20]([C:23]4[CH:28]=[CH:27][C:26]([CH3:29])=[CH:25][CH:24]=4)(=[O:22])=[O:21])[C:5]3=[N:6][CH:7]=2)[CH:36]=[CH:35][C:34]=1[NH:48][C:49]([O:51][C:52]([CH3:54])([CH3:53])[CH3:55])=[O:50], predict the reactants needed to synthesize it. The reactants are: Br[C:2]1[CH:3]=[C:4]2[C:10]([C:11]3[CH:12]=[CH:13][CH:14]=[C:15]4[C:19]=3[NH:18][CH:17]=[CH:16]4)=[CH:9][N:8]([S:20]([C:23]3[CH:28]=[CH:27][C:26]([CH3:29])=[CH:25][CH:24]=3)(=[O:22])=[O:21])[C:5]2=[N:6][CH:7]=1.[CH3:30][O:31][C:32](=[O:56])[C:33]1[CH:38]=[C:37](B2OC(C)(C)C(C)(C)O2)[CH:36]=[CH:35][C:34]=1[NH:48][C:49]([O:51][C:52]([CH3:55])([CH3:54])[CH3:53])=[O:50].C(=O)([O-])[O-].[Na+].[Na+].[Cl-].[Na+].Cl. (5) Given the product [ClH:50].[ClH:50].[CH:1]([C:4]1[CH:28]=[CH:27][C:7]2[NH:8][C:9]3[CH:26]=[CH:25][CH:24]=[CH:23][C:10]=3[N:11]=[C:12]([N:13]3[CH2:18][CH2:17][N:16]([CH3:31])[C@@H:15]([CH2:19][CH2:20][O:21][CH3:22])[CH2:14]3)[C:6]=2[CH:5]=1)([CH3:3])[CH3:2], predict the reactants needed to synthesize it. The reactants are: [CH:1]([C:4]1[CH:28]=[CH:27][C:7]2[NH:8][C:9]3[CH:26]=[CH:25][CH:24]=[CH:23][C:10]=3[N:11]=[C:12]([N:13]3[CH2:18][CH2:17][NH:16][C@@H:15]([CH2:19][CH2:20][O:21][CH3:22])[CH2:14]3)[C:6]=2[CH:5]=1)([CH3:3])[CH3:2].C=O.[C:31](O[BH-](OC(=O)C)OC(=O)C)(=O)C.[Na+].C(=O)(O)[O-].[Na+].[Cl:50]CCCl. (6) Given the product [CH3:8][C:6]1[CH:7]=[C:2]([C:33]2[CH:34]=[N:35][CH:36]=[C:37]([C:39]([F:42])([F:41])[F:40])[CH:38]=2)[CH:3]=[C:4]([CH3:24])[C:5]=1[C:9]([N:11]1[CH2:16][CH2:15][CH:14]([N:17]2[CH2:21][CH2:20][CH2:19][C@H:18]2[CH2:22][OH:23])[CH2:13][CH2:12]1)=[O:10], predict the reactants needed to synthesize it. The reactants are: Br[C:2]1[CH:7]=[C:6]([CH3:8])[C:5]([C:9]([N:11]2[CH2:16][CH2:15][CH:14]([N:17]3[CH2:21][CH2:20][CH2:19][C@H:18]3[CH2:22][OH:23])[CH2:13][CH2:12]2)=[O:10])=[C:4]([CH3:24])[CH:3]=1.CC1(C)C(C)(C)OB([C:33]2[CH:34]=[N:35][CH:36]=[C:37]([C:39]([F:42])([F:41])[F:40])[CH:38]=2)O1. (7) The reactants are: [Cl:1][C:2]1[CH:7]=[CH:6][C:5]([C:8](=[O:18])[NH:9][CH2:10][C:11]2[CH:16]=[CH:15][CH:14]=[C:13]([Cl:17])[CH:12]=2)=[CH:4][C:3]=1[NH:19][C:20]([C:22]1[C:35](=[O:36])[NH:34][C:25]2[N:26]=[C:27](S(C)(=O)=O)[N:28]=[CH:29][C:24]=2[CH:23]=1)=[O:21].[NH:37]1[CH2:42][CH2:41][O:40][CH2:39][CH2:38]1.CN(C=O)C. Given the product [Cl:1][C:2]1[CH:7]=[CH:6][C:5]([C:8](=[O:18])[NH:9][CH2:10][C:11]2[CH:16]=[CH:15][CH:14]=[C:13]([Cl:17])[CH:12]=2)=[CH:4][C:3]=1[NH:19][C:20]([C:22]1[C:35](=[O:36])[NH:34][C:25]2[N:26]=[C:27]([N:37]3[CH2:42][CH2:41][O:40][CH2:39][CH2:38]3)[N:28]=[CH:29][C:24]=2[CH:23]=1)=[O:21], predict the reactants needed to synthesize it.